Dataset: Forward reaction prediction with 1.9M reactions from USPTO patents (1976-2016). Task: Predict the product of the given reaction. (1) Given the reactants [NH2:1][C:2]1[CH:3]=[C:4]([CH:8]=[CH:9][C:10]=1[NH:11][CH3:12])[C:5]([OH:7])=[O:6].[Cl:13][CH:14]([Cl:18])[C:15](Cl)=O.C(=O)([O-])[O-].[K+].[K+].C(=O)([O-])[O-].[Na+].[Na+].C(=O)(O)[O-].[Na+].C(=O)(O)[O-].[K+].[OH-].[Na+].[OH-].[K+], predict the reaction product. The product is: [Cl:13][CH:14]([Cl:18])[C:15]1[N:11]([CH3:12])[C:10]2[CH:9]=[CH:8][C:4]([C:5]([OH:7])=[O:6])=[CH:3][C:2]=2[N:1]=1. (2) The product is: [Na+:33].[Na+:33].[NH2:1][C:2]1[NH:7][C:6]2[NH:8][CH:9]=[C:10]([CH2:11][CH2:12][C:13]3[CH:14]=[CH:15][C:16]([C:17]([NH:19][C@H:20]([C:26]([O-:28])=[O:27])[CH2:21][CH2:22][C:23]([O-:25])=[O:24])=[O:18])=[CH:29][CH:30]=3)[C:5]=2[C:4](=[O:31])[N:3]=1. Given the reactants [NH2:1][C:2]1[NH:7][C:6]2[NH:8][CH:9]=[C:10]([CH2:11][CH2:12][C:13]3[CH:30]=[CH:29][C:16]([C:17]([NH:19][C@H:20]([C:26]([OH:28])=[O:27])[CH2:21][CH2:22][C:23]([OH:25])=[O:24])=[O:18])=[CH:15][CH:14]=3)[C:5]=2[C:4](=[O:31])[N:3]=1.[OH-].[Na+:33], predict the reaction product. (3) Given the reactants [C:1]([O:5][C:6]([N:8]([CH2:42][C:43]([O:45][C:46]([CH3:49])([CH3:48])[CH3:47])=[O:44])[C:9]1[CH:14]=[CH:13][CH:12]=[C:11]([CH:15]([S:33]([C:36]2[CH:41]=[CH:40][CH:39]=[CH:38][N:37]=2)(=[O:35])=[O:34])[NH:16][CH2:17][C:18]2[CH:23]=[CH:22][C:21](B3OC(C)(C)C(C)(C)O3)=[CH:20][CH:19]=2)[N:10]=1)=[O:7])([CH3:4])([CH3:3])[CH3:2].Br[C:51]1[S:52][CH:53]=[C:54]([C:56]([F:59])([F:58])[F:57])[N:55]=1, predict the reaction product. The product is: [C:1]([O:5][C:6]([N:8]([CH2:42][C:43]([O:45][C:46]([CH3:49])([CH3:48])[CH3:47])=[O:44])[C:9]1[CH:14]=[CH:13][CH:12]=[C:11]([CH:15]([S:33]([C:36]2[CH:41]=[CH:40][CH:39]=[CH:38][N:37]=2)(=[O:35])=[O:34])[NH:16][CH2:17][C:18]2[CH:23]=[CH:22][C:21]([C:51]3[S:52][CH:53]=[C:54]([C:56]([F:59])([F:58])[F:57])[N:55]=3)=[CH:20][CH:19]=2)[N:10]=1)=[O:7])([CH3:4])([CH3:3])[CH3:2]. (4) Given the reactants [CH2:1]([C:8]1[CH:13]=[C:12]([CH3:14])[N:11]=[C:10](Cl)[N:9]=1)[C:2]1[CH:7]=[CH:6][CH:5]=[CH:4][CH:3]=1.CO.C(=O)([O-])[O-].[K+].[K+].C1(P(C2CCCCC2)C2C=CC=CC=2C2C=CC=CC=2)CCCCC1.[NH2:49][C:50]1[CH:55]=[CH:54][C:53]([N:56]2[CH:60]=[C:59]([CH2:61][OH:62])[N:58]=[CH:57]2)=[CH:52][CH:51]=1, predict the reaction product. The product is: [CH2:1]([C:8]1[CH:13]=[C:12]([CH3:14])[N:11]=[C:10]([NH:49][C:50]2[CH:51]=[CH:52][C:53]([N:56]3[CH:60]=[C:59]([CH2:61][OH:62])[N:58]=[CH:57]3)=[CH:54][CH:55]=2)[N:9]=1)[C:2]1[CH:7]=[CH:6][CH:5]=[CH:4][CH:3]=1. (5) Given the reactants [CH2:1]([N:8]([C:14]1[CH:19]=[C:18]([O:20][CH3:21])[C:17]([CH3:22])=[CH:16][C:15]=1Br)[C:9](=[O:13])[CH:10]([CH3:12])[CH3:11])[C:2]1[CH:7]=[CH:6][CH:5]=[CH:4][CH:3]=1.CC(C)([O-])C.[Na+].[Cl-].[NH4+], predict the reaction product. The product is: [CH2:1]([N:8]1[C:14]2[C:15](=[CH:16][C:17]([CH3:22])=[C:18]([O:20][CH3:21])[CH:19]=2)[C:10]([CH3:12])([CH3:11])[C:9]1=[O:13])[C:2]1[CH:7]=[CH:6][CH:5]=[CH:4][CH:3]=1.